From a dataset of Retrosynthesis with 50K atom-mapped reactions and 10 reaction types from USPTO. Predict the reactants needed to synthesize the given product. (1) Given the product CN(C)Nc1cc(F)ccc1[N+](=O)[O-], predict the reactants needed to synthesize it. The reactants are: CN(C)N.O=[N+]([O-])c1ccc(F)cc1F. (2) The reactants are: CC(C)(C)OC(=O)CCCCNC(=O)NCCCC[C@@H]1SC[C@@H]2NC(=O)N[C@H]12. Given the product O=C(O)CCCCNC(=O)NCCCC[C@@H]1SC[C@@H]2NC(=O)N[C@H]12, predict the reactants needed to synthesize it.